Dataset: Forward reaction prediction with 1.9M reactions from USPTO patents (1976-2016). Task: Predict the product of the given reaction. (1) Given the reactants [Br:1][C:2]1[C:3]([CH:18]2[CH2:20][CH2:19]2)=[N:4][C:5]([N:11]2[CH2:16][CH2:15][NH:14][C@H:13]([CH3:17])[CH2:12]2)=[C:6]([C:9]=1[CH3:10])[C:7]#[N:8].[CH3:21][O:22][CH2:23][CH2:24][C:25](O)=[O:26].CN(C(ON1N=NC2C=CC=NC1=2)=[N+](C)C)C.F[P-](F)(F)(F)(F)F.CCN(C(C)C)C(C)C, predict the reaction product. The product is: [Br:1][C:2]1[C:3]([CH:18]2[CH2:20][CH2:19]2)=[N:4][C:5]([N:11]2[CH2:16][CH2:15][N:14]([C:25](=[O:26])[CH2:24][CH2:23][O:22][CH3:21])[C@H:13]([CH3:17])[CH2:12]2)=[C:6]([C:9]=1[CH3:10])[C:7]#[N:8]. (2) Given the reactants [CH3:1][O:2][C:3](=[O:30])[CH2:4][CH2:5][CH2:6][CH2:7][N:8]([CH2:19][C:20]1[CH:29]=[CH:28][C:23]([C:24]([O:26][CH3:27])=[O:25])=[CH:22][CH:21]=1)[CH2:9][CH2:10][C:11]1[CH:16]=[C:15]([F:17])[CH:14]=[CH:13][C:12]=1[OH:18].Cl[CH2:32][C:33]1[CH:38]=[CH:37][C:36]([C:39]2[CH:44]=[CH:43][C:42]([C:45](F)(F)F)=[CH:41][CH:40]=2)=[CH:35][CH:34]=1.C(=O)([O-])[O-].[Cs+].[Cs+].[I-].[K+], predict the reaction product. The product is: [F:17][C:15]1[CH:14]=[CH:13][C:12]([O:18][CH2:32][C:33]2[CH:38]=[CH:37][C:36]([C:39]3[CH:44]=[CH:43][C:42]([CH3:45])=[CH:41][CH:40]=3)=[CH:35][CH:34]=2)=[C:11]([CH2:10][CH2:9][N:8]([CH2:19][C:20]2[CH:29]=[CH:28][C:23]([C:24]([O:26][CH3:27])=[O:25])=[CH:22][CH:21]=2)[CH2:7][CH2:6][CH2:5][CH2:4][C:3]([O:2][CH3:1])=[O:30])[CH:16]=1. (3) Given the reactants [BH4-].[Na+].[Br-].[CH2:4]([N+:11]1[CH:16]=[CH:15][C:14]([CH3:17])=[C:13]([NH:18][CH3:19])[CH:12]=1)[C:5]1[CH:10]=[CH:9][CH:8]=[CH:7][CH:6]=1.Cl, predict the reaction product. The product is: [CH2:4]([N:11]1[CH2:16][CH2:15][CH:14]([CH3:17])[CH:13]([NH:18][CH3:19])[CH2:12]1)[C:5]1[CH:6]=[CH:7][CH:8]=[CH:9][CH:10]=1.